Dataset: Full USPTO retrosynthesis dataset with 1.9M reactions from patents (1976-2016). Task: Predict the reactants needed to synthesize the given product. Given the product [Cl:9][C:6]1[CH:5]=[C:4]([C:10]2([C:27]([F:28])([F:29])[F:30])[CH2:14][CH2:13][N:12]([C:15]3[N:20]=[C:19]([C:21]([F:24])([F:22])[F:23])[C:18]([CH2:25][N:35]4[C:31](=[O:41])[C:32]5[C:33](=[CH:37][CH:38]=[CH:39][CH:40]=5)[C:34]4=[O:36])=[CH:17][N:16]=3)[CH2:11]2)[CH:3]=[C:2]([Cl:1])[C:7]=1[Cl:8], predict the reactants needed to synthesize it. The reactants are: [Cl:1][C:2]1[CH:3]=[C:4]([C:10]2([C:27]([F:30])([F:29])[F:28])[CH2:14][CH2:13][N:12]([C:15]3[N:20]=[C:19]([C:21]([F:24])([F:23])[F:22])[C:18]([CH2:25]O)=[CH:17][N:16]=3)[CH2:11]2)[CH:5]=[C:6]([Cl:9])[C:7]=1[Cl:8].[C:31]1(=[O:41])[NH:35][C:34](=[O:36])[C:33]2=[CH:37][CH:38]=[CH:39][CH:40]=[C:32]12.C1(P(C2C=CC=CC=2)C2C=CC=CC=2)C=CC=CC=1.N(C(OCC)=O)=NC(OCC)=O.